Predict the reactants needed to synthesize the given product. From a dataset of Full USPTO retrosynthesis dataset with 1.9M reactions from patents (1976-2016). (1) Given the product [CH2:1]([O:3][C:4]([NH:6][C:7]([NH2:9])=[S:8])=[O:5])[CH3:2], predict the reactants needed to synthesize it. The reactants are: [CH2:1]([O:3][C:4]([N:6]=[C:7]=[S:8])=[O:5])[CH3:2].[NH3:9]. (2) Given the product [N+:8]([C:4]1[CH:3]=[C:2]([N:11]2[CH2:15][CH2:14][CH2:13][C:12]2=[O:16])[CH:7]=[CH:6][CH:5]=1)([O-:10])=[O:9], predict the reactants needed to synthesize it. The reactants are: Br[C:2]1[CH:7]=[CH:6][CH:5]=[C:4]([N+:8]([O-:10])=[O:9])[CH:3]=1.[NH:11]1[CH2:15][CH2:14][CH2:13][C:12]1=[O:16].C([O-])(=O)C.[K+]. (3) Given the product [F:1][C:2]1[CH:3]=[C:4]([CH:5]=[CH:6][C:7]=1[C:8]1[N:12]([CH3:13])[N:11]=[C:10]([C:14]([F:15])([F:17])[F:16])[CH:9]=1)[NH:18][CH2:19][C:21]1[C:26]([F:27])=[CH:25][CH:24]=[C:23]([F:28])[C:22]=1[F:29], predict the reactants needed to synthesize it. The reactants are: [F:1][C:2]1[CH:3]=[C:4]([NH:18][C:19]([C:21]2[C:26]([F:27])=[CH:25][CH:24]=[C:23]([F:28])[C:22]=2[F:29])=O)[CH:5]=[CH:6][C:7]=1[C:8]1[N:12]([CH3:13])[N:11]=[C:10]([C:14]([F:17])([F:16])[F:15])[CH:9]=1.Cl.C(OCC)(=O)C.